Dataset: SARS-CoV-2 main protease (3CLPro) crystallographic fragment screen with 879 compounds. Task: Binary Classification. Given a drug SMILES string, predict its activity (active/inactive) in a high-throughput screening assay against a specified biological target. (1) The compound is COC(=O)C1(Cc2ccc(F)cc2)CCNC1. The result is 0 (inactive). (2) The drug is COCC1(C)CCCN1C(=O)OC(C)(C)C. The result is 0 (inactive).